Dataset: Forward reaction prediction with 1.9M reactions from USPTO patents (1976-2016). Task: Predict the product of the given reaction. (1) Given the reactants [O:1]=[C:2]1[N:8]([CH:9]2[CH2:14][CH2:13][N:12]([C:15]([O:17][C@H:18]([CH2:37][C:38]3[CH:43]=[C:42]([CH3:44])[C:41]([OH:45])=[C:40]([CH3:46])[CH:39]=3)[C:19]([N:21]3[CH2:26][CH2:25][CH:24]([CH:27]4[CH2:32][CH2:31][N:30]([CH2:33][C:34]([OH:36])=[O:35])[CH2:29][CH2:28]4)[CH2:23][CH2:22]3)=[O:20])=[O:16])[CH2:11][CH2:10]2)[CH2:7][CH2:6][C:5]2[CH:47]=[CH:48][CH:49]=[CH:50][C:4]=2[NH:3]1.O[CH2:52][CH2:53][N:54]1[CH2:59][CH2:58][CH2:57][CH2:56][C:55]1=[O:60], predict the reaction product. The product is: [O:1]=[C:2]1[N:8]([CH:9]2[CH2:10][CH2:11][N:12]([C:15]([O:17][C@H:18]([CH2:37][C:38]3[CH:43]=[C:42]([CH3:44])[C:41]([OH:45])=[C:40]([CH3:46])[CH:39]=3)[C:19](=[O:20])[N:21]3[CH2:22][CH2:23][CH:24]([CH:27]4[CH2:32][CH2:31][N:30]([CH2:33][C:34]([O:36][CH2:52][CH2:53][N:54]5[CH2:59][CH2:58][CH2:57][CH2:56][C:55]5=[O:60])=[O:35])[CH2:29][CH2:28]4)[CH2:25][CH2:26]3)=[O:16])[CH2:13][CH2:14]2)[CH2:7][CH2:6][C:5]2[CH:47]=[CH:48][CH:49]=[CH:50][C:4]=2[NH:3]1. (2) Given the reactants [CH2:1]([N:3]([CH:7](C)C)[CH:4](C)C)C.BrC1[S:12][C:13]([Br:16])=[CH:14][N:15]=1.CNC, predict the reaction product. The product is: [Br:16][C:13]1[S:12][C:7]([N:3]([CH3:1])[CH3:4])=[N:15][CH:14]=1.